From a dataset of Forward reaction prediction with 1.9M reactions from USPTO patents (1976-2016). Predict the product of the given reaction. (1) Given the reactants C([Si]1(C(C)C)[O:11][C@H:10]2[CH2:12][C@H:13]([C:15]3[N:23]4[C:18]([C:19]([NH2:24])=[N:20][CH:21]=[N:22]4)=[N:17][CH:16]=3)[O:14][C@@H:9]2[CH2:8][O:7][Si](C(C)C)(C(C)C)O1)(C)C.N1C=CC=CC=1.F.C([O-])(O)=O.[Na+], predict the reaction product. The product is: [NH2:24][C:19]1[C:18]2=[N:17][CH:16]=[C:15]([C@@H:13]3[O:14][C@H:9]([CH2:8][OH:7])[C@@H:10]([OH:11])[CH2:12]3)[N:23]2[N:22]=[CH:21][N:20]=1. (2) Given the reactants Cl.[F:2][C:3]1[CH:4]=[C:5]([CH:17]=[CH:18][C:19]=1[F:20])[CH2:6][NH:7][C:8](=[O:16])[CH:9]=[C:10]1[CH2:15][CH2:14][NH:13][CH2:12][CH2:11]1.[F:21][C:22]1[CH:30]=[CH:29][C:25]([CH2:26][CH2:27]Br)=[CH:24][CH:23]=1, predict the reaction product. The product is: [F:2][C:3]1[CH:4]=[C:5]([CH:17]=[CH:18][C:19]=1[F:20])[CH2:6][NH:7][C:8](=[O:16])[CH:9]=[C:10]1[CH2:15][CH2:14][N:13]([CH2:27][CH2:26][C:25]2[CH:29]=[CH:30][C:22]([F:21])=[CH:23][CH:24]=2)[CH2:12][CH2:11]1.